This data is from Reaction yield outcomes from USPTO patents with 853,638 reactions. The task is: Predict the reaction yield, written as a fraction of the theoretical maximum amount of product (1.0 means a 100% yield; for example, 0.34 means a 34% yield). (1) The reactants are [NH2:1][C@:2](C1C=CC(I)=CC=1Cl)([CH2:6][C:7]1[CH:12]=[CH:11][CH:10]=[CH:9][CH:8]=1)[C:3]([NH2:5])=[O:4].[CH3:21][Si:22]([C:25]#[CH:26])([CH3:24])[CH3:23].Cl[CH2:28][Cl:29]. The catalyst is C(N(CC)CC)C.C(OCC)C.ClCCl.[Cu](I)I. The yield is 0.900. The product is [NH2:1][C@@H:2]([CH2:6][C:7]1[CH:8]=[CH:9][CH:10]=[CH:11][CH:12]=1)[C:3]([NH:5][C:8]1[CH:7]=[CH:6][C:2]([C:26]#[C:25][Si:22]([CH3:24])([CH3:23])[CH3:21])=[CH:3][C:28]=1[Cl:29])=[O:4]. (2) The reactants are CN1CCOCC1.CN(C(ON1N=NC2C=CC=CC1=2)=[N+](C)C)C.[B-](F)(F)(F)F.[CH2:30]([C:32]([S:38][CH2:39][CH2:40][CH2:41][CH2:42]/[CH:43]=[CH:44]\[CH2:45]/[CH:46]=[CH:47]\[CH2:48]/[CH:49]=[CH:50]\[CH2:51]/[CH:52]=[CH:53]\[CH2:54]/[CH:55]=[CH:56]\[CH2:57][CH3:58])([CH2:36][CH3:37])[C:33]([OH:35])=O)[CH3:31].Cl.[CH2:60]([O:62][C:63](=[O:70])[C@H:64]([CH2:66][CH:67]([CH3:69])[CH3:68])[NH2:65])[CH3:61]. The catalyst is C(Cl)Cl. The product is [CH2:36]([C:32]([S:38][CH2:39][CH2:40][CH2:41][CH2:42]/[CH:43]=[CH:44]\[CH2:45]/[CH:46]=[CH:47]\[CH2:48]/[CH:49]=[CH:50]\[CH2:51]/[CH:52]=[CH:53]\[CH2:54]/[CH:55]=[CH:56]\[CH2:57][CH3:58])([CH2:30][CH3:31])[C:33]([NH:65][C@@H:64]([CH2:66][CH:67]([CH3:68])[CH3:69])[C:63]([O:62][CH2:60][CH3:61])=[O:70])=[O:35])[CH3:37]. The yield is 0.800. (3) The reactants are O=C(CC)C[N:4]1[CH:8]=[C:7](C2C=CC=CC=2)[N:6]=[CH:5]1. The catalyst is C(O)(C(F)(F)F)=O.C(Cl)Cl. The product is [NH:6]1[C:7]2=[N:4][CH:8]=[CH:7][NH:6][CH:8]2[NH:4][CH2:5]1. The yield is 0.860. (4) The reactants are [C:1]([O:5][C:6]([N:8]1[C@@H:12]([CH2:13][CH2:14][C:15]2[CH:20]=[CH:19][C:18]([N:21]=C(C3C=CC=CC=3)C3C=CC=CC=3)=[CH:17][CH:16]=2)[C@H:11]([CH3:35])[O:10][C:9]1([CH3:37])[CH3:36])=[O:7])([CH3:4])([CH3:3])[CH3:2].C([O-])=O.[NH4+]. The catalyst is CO. The product is [C:1]([O:5][C:6]([N:8]1[C@@H:12]([CH2:13][CH2:14][C:15]2[CH:16]=[CH:17][C:18]([NH2:21])=[CH:19][CH:20]=2)[C@H:11]([CH3:35])[O:10][C:9]1([CH3:36])[CH3:37])=[O:7])([CH3:4])([CH3:2])[CH3:3]. The yield is 0.810. (5) The reactants are [CH3:1][C:2]1[NH:3][C:4]([NH2:7])=[N:5][N:6]=1.[O:8]1[CH2:13][CH2:12][C:11](=O)[CH2:10][CH2:9]1.C([BH3-])#N.[Na+].O. The catalyst is C(O)(=O)C. The product is [CH3:1][C:2]1[NH:3][C:4]([NH:7][CH:11]2[CH2:12][CH2:13][O:8][CH2:9][CH2:10]2)=[N:5][N:6]=1. The yield is 0.140. (6) The reactants are [NH:1]1[C:5]2=[N+:6]([O-])[CH:7]=[CH:8][CH:9]=[C:4]2[CH:3]=[CH:2]1.S(OC)(OC)(=O)=O.[NH3:18]. The catalyst is C(#N)C.CO. The product is [NH:1]1[C:5]2=[N:6][C:7]([NH2:18])=[CH:8][CH:9]=[C:4]2[CH:3]=[CH:2]1. The yield is 0.460.